Dataset: Full USPTO retrosynthesis dataset with 1.9M reactions from patents (1976-2016). Task: Predict the reactants needed to synthesize the given product. (1) Given the product [NH2:37][C:38]1[C:43]([S:44]([N:47]([CH3:49])[CH3:48])(=[O:46])=[O:45])=[CH:42][C:41]([C:2]2[CH:3]=[C:4]3[C:9](=[C:10]([CH3:12])[CH:11]=2)[N:8]=[CH:7][CH:6]=[C:5]3[C:65]2[CH:70]=[CH:69][N:68]=[CH:67][CH:66]=2)=[CH:40][N:39]=1, predict the reactants needed to synthesize it. The reactants are: Br[C:2]1[CH:3]=[C:4]2[C:9](=[C:10]([CH3:12])[CH:11]=1)[N:8]=[CH:7][CH:6]=[C:5]2Cl.B1(B2OC(C)(C)C(C)(C)O2)OC(C)(C)C(C)(C)O1.C([O-])(=O)C.[K+].[NH2:37][C:38]1[C:43]([S:44]([N:47]([CH3:49])[CH3:48])(=[O:46])=[O:45])=[CH:42][C:41](Br)=[CH:40][N:39]=1.C(=O)([O-])[O-].[K+].[K+].CC1(C)C(C)(C)OB([C:65]2[CH:70]=[CH:69][N:68]=[CH:67][CH:66]=2)O1. (2) Given the product [CH3:17][C:18]1([CH3:28])[C:26]2[C:21](=[CH:22][CH:23]=[CH:24][CH:25]=2)[CH:20]([O:16][C:13]2[CH:14]=[CH:15][C:10]([C@@H:4]([O:3][CH2:1][CH3:2])[CH2:5][C:6]([O:8][CH3:9])=[O:7])=[CH:11][CH:12]=2)[CH2:19]1, predict the reactants needed to synthesize it. The reactants are: [CH2:1]([O:3][C@H:4]([C:10]1[CH:15]=[CH:14][C:13]([OH:16])=[CH:12][CH:11]=1)[CH2:5][C:6]([O:8][CH3:9])=[O:7])[CH3:2].[CH3:17][C:18]1([CH3:28])[C:26]2[C:21](=[CH:22][CH:23]=[CH:24][CH:25]=2)[CH:20](O)[CH2:19]1.C1(P(C2C=CC=CC=2)C2C=CC=CC=2)C=CC=CC=1.C1(C)C=CC=CC=1.N(C(OCC)=O)=NC(OCC)=O. (3) Given the product [CH2:17]([O:24][C:25]1[CH:26]=[C:27]([CH:28]=[CH:11][C:12]([O:14][CH2:15][CH3:16])=[O:13])[CH:30]=[CH:31][C:32]=1[O:33][CH2:34][C:35]1[CH:40]=[CH:39][CH:38]=[CH:37][CH:36]=1)[C:18]1[CH:19]=[CH:20][CH:21]=[CH:22][CH:23]=1, predict the reactants needed to synthesize it. The reactants are: [H-].[Na+].C(OP([CH2:11][C:12]([O:14][CH2:15][CH3:16])=[O:13])(OCC)=O)C.[CH2:17]([O:24][C:25]1[CH:26]=[C:27]([CH:30]=[CH:31][C:32]=1[O:33][CH2:34][C:35]1[CH:40]=[CH:39][CH:38]=[CH:37][CH:36]=1)[CH:28]=O)[C:18]1[CH:23]=[CH:22][CH:21]=[CH:20][CH:19]=1.O. (4) Given the product [Br:1][C:2]1[CH:3]=[CH:4][C:5]([CH3:12])=[C:6]([S:8]([NH:16][CH2:15][CH2:13][OH:14])(=[O:10])=[O:9])[CH:7]=1, predict the reactants needed to synthesize it. The reactants are: [Br:1][C:2]1[CH:3]=[CH:4][C:5]([CH3:12])=[C:6]([S:8](Cl)(=[O:10])=[O:9])[CH:7]=1.[CH2:13]([CH2:15][NH2:16])[OH:14]. (5) Given the product [CH3:1][N:2]([CH3:49])[CH2:3][C:4]([N:6]1[C:14]2[C:9](=[CH:10][C:11]([O:46][CH3:47])=[C:12]([NH:15][C:16]3[NH:21][C:20]4=[N:22][CH:23]=[CH:24][C:19]4=[C:18]([NH:35][C:36]4[CH:44]=[CH:43][CH:42]=[C:41]([F:45])[C:37]=4[C:38]([NH2:40])=[O:39])[N:17]=3)[CH:13]=2)[CH2:8][C@H:7]1[CH3:48])=[O:5], predict the reactants needed to synthesize it. The reactants are: [CH3:1][N:2]([CH3:49])[CH2:3][C:4]([N:6]1[C:14]2[C:9](=[CH:10][C:11]([O:46][CH3:47])=[C:12]([NH:15][C:16]3[N:17]=[C:18]([NH:35][C:36]4[CH:44]=[CH:43][CH:42]=[C:41]([F:45])[C:37]=4[C:38]([NH2:40])=[O:39])[C:19]4[CH:24]=[CH:23][N:22](S(C5C=CC(C)=CC=5)(=O)=O)[C:20]=4[N:21]=3)[CH:13]=2)[CH2:8][C@H:7]1[CH3:48])=[O:5].[OH-].[Na+].[Na+].[Cl-]. (6) Given the product [CH3:10][C:8]1[CH:9]=[C:4]([CH3:3])[N:5]=[C:6]([N:11]2[CH2:12][CH2:13][C:14]3([O:19][CH2:18][CH2:17][N:16]([CH2:24][C:25]4[C:33]5[C:28](=[CH:29][CH:30]=[CH:31][CH:32]=5)[NH:27][CH:26]=4)[C:15]3=[O:20])[CH2:21][CH2:22]2)[N:7]=1, predict the reactants needed to synthesize it. The reactants are: [H-].[Na+].[CH3:3][C:4]1[CH:9]=[C:8]([CH3:10])[N:7]=[C:6]([N:11]2[CH2:22][CH2:21][C:14]3([O:19][CH2:18][CH2:17][NH:16][C:15]3=[O:20])[CH2:13][CH2:12]2)[N:5]=1.Br[CH2:24][C:25]1[C:33]2[C:28](=[CH:29][CH:30]=[CH:31][CH:32]=2)[N:27](S(C2C=CC(C)=CC=2)(=O)=O)[CH:26]=1.C([O-])([O-])=O.[Cs+].[Cs+]. (7) Given the product [F:1][C:2]1[CH:7]=[C:6]([F:8])[CH:5]=[CH:4][C:3]=1[C:9]1[C:14](=[O:15])[CH:13]=[C:12]([CH:16]=[O:28])[O:11][C:10]=1[C:17]1[CH:22]=[CH:21][C:20]([S:23]([CH3:26])(=[O:25])=[O:24])=[CH:19][CH:18]=1, predict the reactants needed to synthesize it. The reactants are: [F:1][C:2]1[CH:7]=[C:6]([F:8])[CH:5]=[CH:4][C:3]=1[C:9]1[C:14](=[O:15])[CH:13]=[C:12]([CH3:16])[O:11][C:10]=1[C:17]1[CH:22]=[CH:21][C:20]([S:23]([CH3:26])(=[O:25])=[O:24])=[CH:19][CH:18]=1.[Se](=O)=[O:28]. (8) Given the product [CH3:1][C:2]1[CH:15]=[C:14]([C:16]2([C:22]([F:24])([F:25])[F:23])[O:20][N:19]=[C:18]([CH3:21])[CH2:17]2)[CH:13]=[CH:12][C:3]=1[NH2:4], predict the reactants needed to synthesize it. The reactants are: [CH3:1][C:2]1[CH:15]=[C:14]([C:16]2([C:22]([F:25])([F:24])[F:23])[O:20][N:19]=[C:18]([CH3:21])[CH2:17]2)[CH:13]=[CH:12][C:3]=1[NH:4]C(=O)OC(C)(C)C.FC(F)(F)C(O)=O.